Task: Predict the reactants needed to synthesize the given product.. Dataset: Full USPTO retrosynthesis dataset with 1.9M reactions from patents (1976-2016) Given the product [O:11]1[CH2:12][CH2:13][NH:8][C:9]2[N:17]=[C:16]([CH2:18][CH2:19][OH:20])[CH:15]=[CH:14][C:10]1=2, predict the reactants needed to synthesize it. The reactants are: C(OC([N:8]1[CH2:13][CH2:12][O:11][C:10]2[CH:14]=[CH:15][C:16]([CH2:18][C:19](OC(C)(C)C)=[O:20])=[N:17][C:9]1=2)=O)(C)(C)C.[BH4-].[Li+].